Dataset: Reaction yield outcomes from USPTO patents with 853,638 reactions. Task: Predict the reaction yield, written as a fraction of the theoretical maximum amount of product (1.0 means a 100% yield; for example, 0.34 means a 34% yield). (1) The reactants are Br[CH:2]([C:7]1[CH:8]=[C:9]([Cl:15])[C:10]([Cl:14])=[C:11]([Cl:13])[CH:12]=1)[C:3]([F:6])([F:5])[F:4].[CH:16]([C:18]1[CH:19]=[C:20]2[C:24](=[CH:25][CH:26]=1)[C:23](=[O:27])[CH2:22][CH2:21]2)=[CH2:17].N1C=CC=CC=1C1C=CC=CN=1. The catalyst is ClC1C=CC=CC=1Cl.Cl[Cu]. The product is [F:4][C:3]([F:6])([F:5])[CH:2]([C:7]1[CH:8]=[C:9]([Cl:15])[C:10]([Cl:14])=[C:11]([Cl:13])[CH:12]=1)/[CH:17]=[CH:16]/[C:18]1[CH:19]=[C:20]2[C:24](=[CH:25][CH:26]=1)[C:23](=[O:27])[CH2:22][CH2:21]2. The yield is 0.250. (2) The reactants are [NH2:1][C:2]1[CH:10]=[CH:9][C:5]([C:6]([OH:8])=O)=[CH:4][C:3]=1[O:11][C:12]([F:15])([F:14])[F:13].ClCCl.CCN(C(C)C)C(C)C.[CH3:28][N:29]1[CH2:34][CH2:33][CH:32]([NH2:35])[CH2:31][CH2:30]1. No catalyst specified. The product is [NH2:1][C:2]1[CH:10]=[CH:9][C:5]([C:6]([NH:35][CH:32]2[CH2:33][CH2:34][N:29]([CH3:28])[CH2:30][CH2:31]2)=[O:8])=[CH:4][C:3]=1[O:11][C:12]([F:15])([F:14])[F:13]. The yield is 0.710. (3) The reactants are Br[C:2]1[C:11]2[C:6](=[CH:7][CH:8]=[CH:9][CH:10]=2)[CH:5]=[N:4][C:3]=1[N:12]([CH2:27][C:28]1[CH:33]=[CH:32][C:31]([O:34][C:35]([F:38])([F:37])[F:36])=[CH:30][CH:29]=1)[S:13]([C:16]1[CH:26]=[CH:25][C:19]([C:20]([O:22][CH2:23][CH3:24])=[O:21])=[CH:18][CH:17]=1)(=[O:15])=[O:14].[CH:39]1(B(O)O)[CH2:41][CH2:40]1.C1(P(C2CCCCC2)C2CCCCC2)CCCCC1.P([O-])([O-])([O-])=O.[K+].[K+].[K+]. The catalyst is O.C1(C)C=CC=CC=1.C(OCC)(=O)C.C([O-])(=O)C.[Pd+2].C([O-])(=O)C. The product is [CH:39]1([C:2]2[C:11]3[C:6](=[CH:7][CH:8]=[CH:9][CH:10]=3)[CH:5]=[N:4][C:3]=2[N:12]([CH2:27][C:28]2[CH:33]=[CH:32][C:31]([O:34][C:35]([F:38])([F:37])[F:36])=[CH:30][CH:29]=2)[S:13]([C:16]2[CH:26]=[CH:25][C:19]([C:20]([O:22][CH2:23][CH3:24])=[O:21])=[CH:18][CH:17]=2)(=[O:15])=[O:14])[CH2:41][CH2:40]1. The yield is 0.780. (4) The reactants are CN(C(ON1N=N[C:11]2[CH:12]=[CH:13][CH:14]=[CH:15][C:10]1=2)=[N+](C)C)C.[B-](F)(F)(F)F.[F:23][C:24]1[CH:29]=[CH:28][C:27]([N:30]2[C:33](=[O:34])[C@H:32]([S:35][CH2:36][C:37]([C:39]3[CH:44]=[CH:43][C:42]([F:45])=[CH:41][CH:40]=3)=[O:38])[C@H:31]2[C:46]2[CH:60]=[CH:59][C:49]([O:50][CH2:51][C:52](NCC(O)=O)=[O:53])=[CH:48][CH:47]=2)=[CH:26][CH:25]=1.C[N:62]1CC[O:65][CH2:64][CH2:63]1.FC(F)(F)C(O)=O.C1([CH:81]([C:87]2[CH:92]=[CH:91][CH:90]=[CH:89][CH:88]=2)[C@H:82]([C:84]([OH:86])=[O:85])[NH2:83])C=CC=CC=1.[BH4-].[Na+]. The catalyst is C(Cl)Cl.CO.O. The product is [F:23][C:24]1[CH:29]=[CH:28][C:27]([N:30]2[C:33](=[O:34])[C@H:32]([S:35][CH2:36][CH:37]([C:39]3[CH:44]=[CH:43][C:42]([F:45])=[CH:41][CH:40]=3)[OH:38])[C@H:31]2[C:46]2[CH:60]=[CH:59][C:49]([O:50][CH2:51][C:52]([NH:62][CH2:63][C:64]([NH:83][C@@H:82]([C:84]([OH:86])=[O:85])[CH2:81][C:87]3[CH:88]=[CH:89][CH:90]=[CH:91][C:92]=3[C:10]3[CH:11]=[CH:12][CH:13]=[CH:14][CH:15]=3)=[O:65])=[O:53])=[CH:48][CH:47]=2)=[CH:26][CH:25]=1. The yield is 0.590. (5) The catalyst is C1(C)C=CC=CC=1.[Br-].C([N+](CCCC)(CCCC)CCCC)CCC.ClCCl.CCCCCC.C(OCC)(=O)C. The reactants are [CH2:1]([C@H:8]1[C@H:13]([CH2:14][C:15]2[CH:20]=[CH:19][CH:18]=[CH:17][CH:16]=2)[C:12](=[O:21])[O:11][C:9]1=[O:10])[C:2]1[CH:7]=[CH:6][CH:5]=[CH:4][CH:3]=1.C(N(CC)CC)C.C[Si](OS(C(F)(F)F)(=O)=O)(C)C.BrBr. The product is [CH2:14]([C:13]1[C:12]([O:11][C:9](=[O:10])[C:8]=1[CH2:1][C:2]1[CH:3]=[CH:4][CH:5]=[CH:6][CH:7]=1)=[O:21])[C:15]1[CH:16]=[CH:17][CH:18]=[CH:19][CH:20]=1. The yield is 0.250. (6) The reactants are [S:1]1[C:5]2[CH:6]=[CH:7][CH:8]=[CH:9][C:4]=2[N:3]=[C:2]1[C:10](=[C:13](Cl)[C:14]1[CH:19]=[CH:18][C:17]([N+:20]([O-])=[O:21])=[CH:16][CH:15]=1)[C:11]#[N:12].[OH2:24].[NH2:25][NH2:26]. The catalyst is C(O)C. The product is [S:1]1[C:5]2[CH:6]=[CH:7][CH:8]=[CH:9][C:4]=2[N:3]=[C:2]1[C:10]1[C:13]([C:14]2[CH:19]=[CH:18][C:17]([N+:20]([O-:21])=[O:24])=[CH:16][CH:15]=2)=[N:26][NH:25][C:11]=1[NH2:12]. The yield is 0.370.